From a dataset of Reaction yield outcomes from USPTO patents with 853,638 reactions. Predict the reaction yield, written as a fraction of the theoretical maximum amount of product (1.0 means a 100% yield; for example, 0.34 means a 34% yield). (1) The reactants are C([O:3][C:4]([C:6]1[C:14]2[C:9](=[CH:10][C:11]([O:15][CH3:16])=[CH:12][CH:13]=2)[N:8]([CH3:17])[C:7]=1[C:18]([F:21])([F:20])[F:19])=[O:5])C.[OH-].[K+].Cl. The catalyst is C1COCC1.CO.O. The product is [CH3:16][O:15][C:11]1[CH:10]=[C:9]2[C:14]([C:6]([C:4]([OH:5])=[O:3])=[C:7]([C:18]([F:20])([F:21])[F:19])[N:8]2[CH3:17])=[CH:13][CH:12]=1. The yield is 0.650. (2) The reactants are [CH3:1][C@H:2]1[CH2:6][CH2:5][CH2:4][N:3]1[C@H:7]1[CH2:11][CH2:10][N:9]([C:12]2[CH:17]=[CH:16][C:15]([N+:18]([O-])=O)=[C:14]([CH3:21])[CH:13]=2)[CH2:8]1. The catalyst is C(O)C.[Pd]. The yield is 0.900. The product is [CH3:21][C:14]1[CH:13]=[C:12]([N:9]2[CH2:10][CH2:11][C@H:7]([N:3]3[CH2:4][CH2:5][CH2:6][C@@H:2]3[CH3:1])[CH2:8]2)[CH:17]=[CH:16][C:15]=1[NH2:18]. (3) The reactants are Cl.[F:2][C:3]([F:23])([F:22])[C:4]1[CH:21]=[CH:20][C:7]([CH2:8][NH:9][CH2:10][C:11]2[CH:12]=[C:13]([CH:17]=[CH:18][CH:19]=2)[C:14]([OH:16])=[O:15])=[CH:6][CH:5]=1.[OH-].[Na+].[C:26](O[C:26]([O:28][C:29]([CH3:32])([CH3:31])[CH3:30])=[O:27])([O:28][C:29]([CH3:32])([CH3:31])[CH3:30])=[O:27]. The catalyst is O1CCOCC1. The product is [C:29]([O:28][C:26]([N:9]([CH2:10][C:11]1[CH:12]=[C:13]([CH:17]=[CH:18][CH:19]=1)[C:14]([OH:16])=[O:15])[CH2:8][C:7]1[CH:20]=[CH:21][C:4]([C:3]([F:22])([F:23])[F:2])=[CH:5][CH:6]=1)=[O:27])([CH3:32])([CH3:31])[CH3:30]. The yield is 0.640. (4) The reactants are [BH4-].[Na+].[N+:3]([C:6]1[CH:7]=[C:8]([C:16](=[O:23])[CH2:17][C:18]([O:20][CH2:21][CH3:22])=[O:19])[C:9]2[CH2:10][CH2:11][CH2:12][CH2:13][C:14]=2[CH:15]=1)([O-:5])=[O:4].Cl. The catalyst is CO.C(OCC)(=O)C. The product is [N+:3]([C:6]1[CH:7]=[C:8]([CH:16]([OH:23])[CH2:17][C:18]([O:20][CH2:21][CH3:22])=[O:19])[C:9]2[CH2:10][CH2:11][CH2:12][CH2:13][C:14]=2[CH:15]=1)([O-:5])=[O:4]. The yield is 0.710.